From a dataset of Full USPTO retrosynthesis dataset with 1.9M reactions from patents (1976-2016). Predict the reactants needed to synthesize the given product. (1) Given the product [NH2:1][CH2:4][CH:5]1[CH:9]([OH:10])[C:8]2[CH:11]=[C:12]([Br:16])[CH:13]=[C:14]([Cl:15])[C:7]=2[O:6]1, predict the reactants needed to synthesize it. The reactants are: [N:1]([CH2:4][CH:5]1[CH:9]([OH:10])[C:8]2[CH:11]=[C:12]([Br:16])[CH:13]=[C:14]([Cl:15])[C:7]=2[O:6]1)=[N+]=[N-]. (2) Given the product [Cl:1][C:2]1[CH:7]=[CH:6][CH:5]=[CH:4][C:3]=1[C:8]1[NH:9][C:10](=[O:23])[C:11]2[O:16][C:15]3[CH:17]=[CH:18][C:19]([OH:21])=[CH:20][C:14]=3[C:12]=2[N:13]=1, predict the reactants needed to synthesize it. The reactants are: [Cl:1][C:2]1[CH:7]=[CH:6][CH:5]=[CH:4][C:3]=1[C:8]1[NH:9][C:10](=[O:23])[C:11]2[O:16][C:15]3[CH:17]=[CH:18][C:19]([O:21]C)=[CH:20][C:14]=3[C:12]=2[N:13]=1.O. (3) Given the product [Br:5][C:6]([F:11])([F:10])[C:7]([C:22]1[CH:21]=[C:20]([CH3:30])[N:19]([C:16]2[CH:17]=[CH:18][C:13]([Cl:12])=[CH:14][CH:15]=2)[C:23]=1[CH3:24])=[O:8], predict the reactants needed to synthesize it. The reactants are: [Cl-].[Al+3].[Cl-].[Cl-].[Br:5][C:6]([F:11])([F:10])[C:7](Cl)=[O:8].[Cl:12][C:13]1[CH:18]=[CH:17][C:16]([N:19]2[C:23]([CH3:24])=[CH:22][C:21](C(=O)C(F)F)=[C:20]2[CH3:30])=[CH:15][CH:14]=1.C(Cl)(=O)C.N1C=CC=C1. (4) Given the product [Cl:19][C:20]1[CH:25]=[C:24]([F:26])[CH:23]=[CH:22][C:21]=1[N:27]1[CH2:28][CH2:29][N:30]([CH2:2][CH2:3][CH2:4][CH2:5][O:6][C:7]2[CH:8]=[CH:9][C:10]3[CH2:16][CH2:15][NH:14][C:13](=[O:17])[NH:12][C:11]=3[CH:18]=2)[CH2:31][CH2:32]1, predict the reactants needed to synthesize it. The reactants are: Cl[CH2:2][CH2:3][CH2:4][CH2:5][O:6][C:7]1[CH:8]=[CH:9][C:10]2[CH2:16][CH2:15][NH:14][C:13](=[O:17])[NH:12][C:11]=2[CH:18]=1.[Cl:19][C:20]1[CH:25]=[C:24]([F:26])[CH:23]=[CH:22][C:21]=1[N:27]1[CH2:32][CH2:31][NH:30][CH2:29][CH2:28]1.C(=O)([O-])[O-].[K+].[K+]. (5) Given the product [Cl:1][C:2]1[CH:3]=[N:4][C:5]([N:11]2[CH2:15][CH2:14][CH:13]([O:16][C:17]3[CH:22]=[CH:21][C:20]([F:23])=[CH:19][CH:18]=3)[CH2:12]2)=[C:6]([CH:10]=1)[C:7]([NH:25][C@H:26]([C:28]1[CH:37]=[CH:36][C:31]([C:32]([O:34][CH3:35])=[O:33])=[CH:30][CH:29]=1)[CH3:27])=[O:9], predict the reactants needed to synthesize it. The reactants are: [Cl:1][C:2]1[CH:3]=[N:4][C:5]([N:11]2[CH2:15][CH2:14][CH:13]([O:16][C:17]3[CH:22]=[CH:21][C:20]([F:23])=[CH:19][CH:18]=3)[CH2:12]2)=[C:6]([CH:10]=1)[C:7]([OH:9])=O.Cl.[NH2:25][C@H:26]([C:28]1[CH:37]=[CH:36][C:31]([C:32]([O:34][CH3:35])=[O:33])=[CH:30][CH:29]=1)[CH3:27]. (6) Given the product [C:1]([O:5][C:6]([N:8]1[CH2:13][CH:12]2[C:10]([C:14]3[CH:19]=[CH:18][C:17]([N:32]4[CH2:33][CH2:34][C:35](=[O:36])[N:29]([CH2:27][CH3:28])[CH2:30][CH2:31]4)=[CH:16][CH:15]=3)([CH2:11]2)[CH2:9]1)=[O:7])([CH3:4])([CH3:3])[CH3:2], predict the reactants needed to synthesize it. The reactants are: [C:1]([O:5][C:6]([N:8]1[CH2:13][CH:12]2[C:10]([C:14]3[CH:19]=[CH:18][C:17](Br)=[CH:16][CH:15]=3)([CH2:11]2)[CH2:9]1)=[O:7])([CH3:4])([CH3:3])[CH3:2].CC(C)([O-])C.[Na+].[CH2:27]([N:29]1[C:35](=[O:36])[CH2:34][CH2:33][NH:32][CH2:31][CH2:30]1)[CH3:28]. (7) Given the product [C:29]1([CH3:34])[CH:30]=[CH:31][CH:32]=[CH:33][C:28]=1[C:20]1[C:21]2[CH:27]=[CH:26][CH:25]=[CH:24][C:22]=2[S:23][C:19]=1[CH2:18][N:7]1[CH:8]=[N:9][C:10]2[C:6]1=[N:5][CH:4]=[N:3][C:11]=2[NH2:12], predict the reactants needed to synthesize it. The reactants are: [H-].[Na+].[N:3]1[C:11]([NH2:12])=[C:10]2[C:6]([NH:7][CH:8]=[N:9]2)=[N:5][CH:4]=1.CS(O[CH2:18][C:19]1[S:23][C:22]2[CH:24]=[CH:25][CH:26]=[CH:27][C:21]=2[C:20]=1[C:28]1[CH:33]=[CH:32][CH:31]=[CH:30][C:29]=1[CH3:34])(=O)=O.